This data is from CYP2D6 inhibition data for predicting drug metabolism from PubChem BioAssay. The task is: Regression/Classification. Given a drug SMILES string, predict its absorption, distribution, metabolism, or excretion properties. Task type varies by dataset: regression for continuous measurements (e.g., permeability, clearance, half-life) or binary classification for categorical outcomes (e.g., BBB penetration, CYP inhibition). Dataset: cyp2d6_veith. (1) The drug is CC(=O)Nc1ccc(S(=O)(=O)N2CCN(C(=O)c3cccnc3)CC2)cc1. The result is 0 (non-inhibitor). (2) The compound is COc1ccccc1Cn1nnc2c(=O)[nH]c(C3CCN(C(=O)c4ccc(F)cc4)CC3)nc21. The result is 0 (non-inhibitor). (3) The drug is Nc1c(Br)cc(Br)cc1CNC1CCC(O)CC1. The result is 1 (inhibitor). (4) The result is 1 (inhibitor). The drug is Cc1nn(S(=O)(=O)c2cccs2)c(C)c1Sc1ccc([N+](=O)[O-])cc1. (5) The compound is Cc1ccc(-c2ccc(CCC(=O)O)n2CC2CCCO2)cc1. The result is 0 (non-inhibitor).